This data is from Catalyst prediction with 721,799 reactions and 888 catalyst types from USPTO. The task is: Predict which catalyst facilitates the given reaction. (1) Reactant: [F:1][C:2]1[CH:3]=[C:4]([CH:7]=[CH:8][C:9]=1[CH3:10])[C:5]#[N:6].C[O:12]C(OC)N(C)C.O.I([O-])(=O)(=O)=O.[Na+]. Product: [F:1][C:2]1[CH:3]=[C:4]([CH:7]=[CH:8][C:9]=1[CH:10]=[O:12])[C:5]#[N:6]. The catalyst class is: 3. (2) Reactant: [C:1]([NH:4][C@@H:5]1[C:11]2[CH:12]=[C:13]([C:16]([O-])=[O:17])[CH:14]=[CH:15][C:10]=2[C:9]2[C:19]([O:27][CH3:28])=[C:20]([O:25][CH3:26])[C:21]([O:23][CH3:24])=[CH:22][C:8]=2[CH2:7][CH2:6]1)(=[O:3])[CH3:2].[H-].[Al+3].[Li+].[H-].[H-].[H-].O. Product: [OH:17][CH2:16][C:13]1[CH:14]=[CH:15][C:10]2[C:9]3[C:19]([O:27][CH3:28])=[C:20]([O:25][CH3:26])[C:21]([O:23][CH3:24])=[CH:22][C:8]=3[CH2:7][CH2:6][C@H:5]([NH:4][C:1](=[O:3])[CH3:2])[C:11]=2[CH:12]=1.[CH2:1]([NH:4][C@@H:5]1[C:11]2[CH:12]=[C:13]([CH2:16][OH:17])[CH:14]=[CH:15][C:10]=2[C:9]2[C:19]([O:27][CH3:28])=[C:20]([O:25][CH3:26])[C:21]([O:23][CH3:24])=[CH:22][C:8]=2[CH2:7][CH2:6]1)[CH3:2]. The catalyst class is: 116. (3) Reactant: [C:1]([O:5][C:6]([N:8]1[C:13]2[CH:14]=[C:15]([Cl:19])[CH:16]=[C:17](Br)[C:12]=2[O:11][CH:10]([C:20]([N:22]2[CH2:27][CH2:26][C:25]([C:36]#[N:37])([CH2:28][C:29]3[CH:34]=[CH:33][C:32]([F:35])=[CH:31][CH:30]=3)[CH2:24][CH2:23]2)=[O:21])[CH2:9]1)=[O:7])([CH3:4])([CH3:3])[CH3:2].CC1(C)C(C)(C)OB([C:46]2[CH:47]=[N:48][N:49]([C:51]([C:64]3[CH:69]=[CH:68][CH:67]=[CH:66][CH:65]=3)([C:58]3[CH:63]=[CH:62][CH:61]=[CH:60][CH:59]=3)[C:52]3[CH:57]=[CH:56][CH:55]=[CH:54][CH:53]=3)[CH:50]=2)O1.C([O-])([O-])=O.[Na+].[Na+]. Product: [C:1]([O:5][C:6]([N:8]1[C:13]2[CH:14]=[C:15]([Cl:19])[CH:16]=[C:17]([C:46]3[CH:47]=[N:48][N:49]([C:51]([C:58]4[CH:63]=[CH:62][CH:61]=[CH:60][CH:59]=4)([C:52]4[CH:53]=[CH:54][CH:55]=[CH:56][CH:57]=4)[C:64]4[CH:69]=[CH:68][CH:67]=[CH:66][CH:65]=4)[CH:50]=3)[C:12]=2[O:11][CH:10]([C:20]([N:22]2[CH2:27][CH2:26][C:25]([C:36]#[N:37])([CH2:28][C:29]3[CH:34]=[CH:33][C:32]([F:35])=[CH:31][CH:30]=3)[CH2:24][CH2:23]2)=[O:21])[CH2:9]1)=[O:7])([CH3:4])([CH3:3])[CH3:2]. The catalyst class is: 93. (4) The catalyst class is: 5. Reactant: F[C:2]1[CH:7]=[CH:6][C:5]([N+:8]([O-:10])=[O:9])=[CH:4][C:3]=1[N+:11]([O-:13])=[O:12].Cl.[CH3:15][O:16][C:17](=[O:20])[CH2:18][NH2:19].C([O-])([O-])=O.[K+].[K+]. Product: [CH3:15][O:16][C:17](=[O:20])[CH2:18][NH:19][C:2]1[CH:7]=[CH:6][C:5]([N+:8]([O-:10])=[O:9])=[CH:4][C:3]=1[N+:11]([O-:13])=[O:12]. (5) Reactant: FC(F)(F)C([O-])=O.[C:8]([CH2:11][S:12][C:13]([C:15]1[CH:16]=[CH:17][C:18]([O:34][CH3:35])=[C:19]([N:21]([CH2:26][CH2:27][NH+:28]2[CH2:33][CH2:32][O:31][CH2:30][CH2:29]2)[S:22]([CH3:25])(=[O:24])=[O:23])[CH:20]=1)=[O:14])([OH:10])=[O:9].[Cl:36][C:37]1[CH:38]=[N+:39]([O-:62])[CH:40]=[C:41]([Cl:61])[C:42]=1[CH2:43][C@@H:44]([C:46]1[CH:51]=[CH:50][C:49]([O:52][CH:53]([F:55])[F:54])=[C:48]([O:56][CH2:57][CH:58]2[CH2:60][CH2:59]2)[CH:47]=1)O.C(Cl)CCl. Product: [ClH:36].[Cl:36][C:37]1[CH:38]=[N+:39]([O-:62])[CH:40]=[C:41]([Cl:61])[C:42]=1[CH2:43][C@@H:44]([C:46]1[CH:51]=[CH:50][C:49]([O:52][CH:53]([F:55])[F:54])=[C:48]([O:56][CH2:57][CH:58]2[CH2:60][CH2:59]2)[CH:47]=1)[O:9][C:8](=[O:10])[CH2:11][S:12][C:13](=[O:14])[C:15]1[CH:16]=[CH:17][C:18]([O:34][CH3:35])=[C:19]([N:21]([CH2:26][CH2:27][N:28]2[CH2:33][CH2:32][O:31][CH2:30][CH2:29]2)[S:22]([CH3:25])(=[O:24])=[O:23])[CH:20]=1. The catalyst class is: 64. (6) Reactant: [NH2:1][C:2]1[CH:10]=[CH:9][C:5]([C:6]([OH:8])=[O:7])=[CH:4][C:3]=1[CH3:11].O=S(Cl)Cl.[CH3:16]O. Product: [NH2:1][C:2]1[CH:10]=[CH:9][C:5]([C:6]([O:8][CH3:16])=[O:7])=[CH:4][C:3]=1[CH3:11]. The catalyst class is: 4. (7) Reactant: F[C:2]1[CH:7]=[CH:6][CH:5]=[C:4]([O:8][CH3:9])[C:3]=1[N+:10]([O-:12])=[O:11].[NH2:13][CH2:14][C@@H:15]1[CH2:19][CH2:18][N:17]([C:20]([O:22][C:23]([CH3:26])([CH3:25])[CH3:24])=[O:21])[CH2:16]1.CCN(C(C)C)C(C)C. Product: [CH3:9][O:8][C:4]1[C:3]([N+:10]([O-:12])=[O:11])=[C:2]([NH:13][CH2:14][C@@H:15]2[CH2:19][CH2:18][N:17]([C:20]([O:22][C:23]([CH3:26])([CH3:25])[CH3:24])=[O:21])[CH2:16]2)[CH:7]=[CH:6][CH:5]=1. The catalyst class is: 58. (8) Reactant: [N:1]([CH:4]1[CH2:9][CH2:8][N:7]([C:10]2[CH:15]=[CH:14][C:13]([N:16]3[CH2:20][C@H:19]([CH2:21][NH:22][C:23](=[O:25])[CH3:24])[O:18][C:17]3=[O:26])=[CH:12][C:11]=2[F:27])[CH2:6][CH2:5]1)=[N+:2]=[N-:3].[CH3:28][C:29](=[O:32])[C:30]#[CH:31]. Product: [C:29]([C:30]1[N:3]=[N:2][N:1]([CH:4]2[CH2:9][CH2:8][N:7]([C:10]3[CH:15]=[CH:14][C:13]([N:16]4[CH2:20][C@H:19]([CH2:21][NH:22][C:23](=[O:25])[CH3:24])[O:18][C:17]4=[O:26])=[CH:12][C:11]=3[F:27])[CH2:6][CH2:5]2)[CH:31]=1)(=[O:32])[CH3:28]. The catalyst class is: 11. (9) Reactant: [CH3:1][O:2][C@@H:3]1[C@H:7]([OH:8])[C@@H:6]([CH2:9][OH:10])[O:5][C@H:4]1[N:11]1[CH:18]=[CH:17][C:15]([NH2:16])=[N:14][C:12]1=[O:13].[Si:19](Cl)([C:22]([CH3:25])([CH3:24])[CH3:23])([CH3:21])[CH3:20]. Product: [Si:19]([O:10][CH2:9][C@H:6]1[O:5][C@@H:4]([N:11]2[CH:18]=[CH:17][C:15]([NH2:16])=[N:14][C:12]2=[O:13])[C@H:3]([O:2][CH3:1])[C@@H:7]1[OH:8])([C:22]([CH3:25])([CH3:24])[CH3:23])([CH3:21])[CH3:20]. The catalyst class is: 17.